From a dataset of Full USPTO retrosynthesis dataset with 1.9M reactions from patents (1976-2016). Predict the reactants needed to synthesize the given product. (1) Given the product [Cl:8][C:6]1[CH:5]=[CH:4][C:3](/[CH:9]=[CH:10]/[C:11]([OH:13])=[O:12])=[C:2]([NH:1][C:21](=[O:22])[C:23]([F:26])([F:25])[F:24])[CH:7]=1, predict the reactants needed to synthesize it. The reactants are: [NH2:1][C:2]1[CH:7]=[C:6]([Cl:8])[CH:5]=[CH:4][C:3]=1/[CH:9]=[CH:10]/[C:11]([OH:13])=[O:12].CCN(CC)CC.[C:21](O[C:21]([C:23]([F:26])([F:25])[F:24])=[O:22])([C:23]([F:26])([F:25])[F:24])=[O:22].Cl. (2) Given the product [CH3:37][O:38][C:46]1[CH:47]=[CH:48][C:43]([CH2:49][N:3]2[C:4](=[O:11])[C:5]3[C:10](=[CH:9][CH:8]=[CH:7][CH:6]=3)[CH:2]2[CH2:17][C:12]([OH:14])=[O:13])=[CH:44][CH:45]=1, predict the reactants needed to synthesize it. The reactants are: O[C:2]1[C:10]2[C:5](=[CH:6][CH:7]=[CH:8][CH:9]=2)[C:4](=[O:11])[N:3]=1.[C:12]([CH:17]=P(C1C=CC=CC=1)(C1C=CC=CC=1)C1C=CC=CC=1)([O:14]CC)=[O:13].[C:37](=O)([O-])[O-:38].[K+].[K+].[C:43]1([CH3:49])[CH:48]=[CH:47][CH:46]=[CH:45][CH:44]=1. (3) Given the product [S:30]1[CH:31]=[CH:32][CH:33]=[C:29]1[C:2]1[CH:7]=[C:6]([O:8][CH2:9][CH2:10][CH2:11][CH2:12][CH2:13][CH2:14][CH2:15][CH3:16])[C:5]([C:29]2[S:30][CH:31]=[CH:32][CH:33]=2)=[CH:4][C:3]=1[O:18][CH2:19][CH2:20][CH2:21][CH2:22][CH2:23][CH2:24][CH2:25][CH3:26], predict the reactants needed to synthesize it. The reactants are: Br[C:2]1[CH:7]=[C:6]([O:8][CH2:9][CH2:10][CH2:11][CH2:12][CH2:13][CH2:14][CH2:15][CH3:16])[C:5](Br)=[CH:4][C:3]=1[O:18][CH2:19][CH2:20][CH2:21][CH2:22][CH2:23][CH2:24][CH2:25][CH3:26].[Mg].Br[C:29]1[S:30][CH:31]=[CH:32][CH:33]=1.